From a dataset of Reaction yield outcomes from USPTO patents with 853,638 reactions. Predict the reaction yield, written as a fraction of the theoretical maximum amount of product (1.0 means a 100% yield; for example, 0.34 means a 34% yield). (1) The reactants are Cl[C:2]1[C:7]([NH:8][C:9](=O)[C:10]2[CH:15]=[CH:14][CH:13]=[CH:12][CH:11]=2)=[C:6]([NH:17][C:18]2[CH:23]=[CH:22][CH:21]=[CH:20][CH:19]=2)[N:5]=[CH:4][N:3]=1.S(=O)(=O)(O)[OH:25].C([O-])(O)=O.[Na+]. The catalyst is CC(O)C. The product is [C:10]1([C:9]2[N:17]([C:18]3[CH:23]=[CH:22][CH:21]=[CH:20][CH:19]=3)[C:6]3[N:5]=[CH:4][NH:3][C:2](=[O:25])[C:7]=3[N:8]=2)[CH:15]=[CH:14][CH:13]=[CH:12][CH:11]=1. The yield is 0.720. (2) The reactants are [OH:1][C:2]1[CH:16]=[C:15]([O:17][CH3:18])[C:14]([O:19][CH3:20])=[CH:13][C:3]=1[C:4](OC1C=CC=CC=1)=O.[NH2:21][C:22]1[S:23][CH:24]=[C:25]([C:27]([O:29][CH3:30])=[O:28])[N:26]=1.CO. The catalyst is C1(C)C(C)=CC=CC=1. The product is [CH3:30][O:29][C:27]([C:25]1[N:26]=[C:22]([NH:21][CH2:4][C:3]2[CH:13]=[C:14]([O:19][CH3:20])[C:15]([O:17][CH3:18])=[CH:16][C:2]=2[OH:1])[S:23][CH:24]=1)=[O:28]. The yield is 0.550. (3) The reactants are [CH2:1]([O:5][C:6]1[C:15]2[C:10](=[CH:11][CH:12]=[C:13]([C:16](O)=[O:17])[CH:14]=2)[C:9](=[O:19])[N:8]([CH2:20][CH:21]([CH3:23])[CH3:22])[C:7]=1[CH2:24][NH:25][C:26]([O:28][C:29]([CH3:32])([CH3:31])[CH3:30])=[O:27])[CH2:2][CH2:3][CH3:4].CN1CCOCC1.ClC(OCC)=O.[BH4-].[Na+]. The catalyst is O1CCCC1.O. The product is [CH2:1]([O:5][C:6]1[C:15]2[C:10](=[CH:11][CH:12]=[C:13]([CH2:16][OH:17])[CH:14]=2)[C:9](=[O:19])[N:8]([CH2:20][CH:21]([CH3:22])[CH3:23])[C:7]=1[CH2:24][NH:25][C:26](=[O:27])[O:28][C:29]([CH3:31])([CH3:30])[CH3:32])[CH2:2][CH2:3][CH3:4]. The yield is 0.767. (4) The reactants are [NH2:1][C@@H:2]([CH:12]([CH3:14])[CH3:13])[CH2:3][NH:4][CH2:5][C:6]1[CH:11]=[CH:10][CH:9]=[CH:8][CH:7]=1.[C:15](OCC)(=[O:21])[C:16](OCC)=[O:17]. The catalyst is CCO. The product is [CH3:13][CH:12]([C@H:2]1[CH2:3][N:4]([CH2:5][C:6]2[CH:11]=[CH:10][CH:9]=[CH:8][CH:7]=2)[C:16](=[O:17])[C:15](=[O:21])[NH:1]1)[CH3:14]. The yield is 0.740. (5) The reactants are [OH:1][C:2]1[CH:7]=[CH:6][C:5]([C:8](=[C:19]2[CH2:24][C:23]([CH3:26])([CH3:25])[CH2:22][C:21]([CH3:28])([CH3:27])[CH2:20]2)[C:9]2[CH:18]=[CH:17][C:12]([C:13]([O:15]C)=[O:14])=[CH:11][CH:10]=2)=[CH:4][CH:3]=1.CCO.[OH-].[Na+]. The catalyst is C1COCC1. The product is [OH:1][C:2]1[CH:3]=[CH:4][C:5]([C:8](=[C:19]2[CH2:20][C:21]([CH3:28])([CH3:27])[CH2:22][C:23]([CH3:26])([CH3:25])[CH2:24]2)[C:9]2[CH:18]=[CH:17][C:12]([C:13]([OH:15])=[O:14])=[CH:11][CH:10]=2)=[CH:6][CH:7]=1. The yield is 0.790. (6) The reactants are [Cl-].O[NH3+:3].[C:4](=[O:7])([O-])[OH:5].[Na+].CS(C)=O.[CH2:13]([C:17]1[N:18]=[C:19]([CH3:48])[N:20]([CH2:39][C:40]2[CH:41]=[N:42][C:43]([O:46][CH3:47])=[CH:44][CH:45]=2)[C:21](=[O:38])[C:22]=1[CH2:23][C:24]1[CH:29]=[CH:28][C:27]([C:30]2[C:31]([C:36]#[N:37])=[CH:32][CH:33]=[CH:34][CH:35]=2)=[CH:26][CH:25]=1)[CH2:14][CH2:15][CH3:16]. The catalyst is C(OCC)(=O)C. The product is [CH2:13]([C:17]1[N:18]=[C:19]([CH3:48])[N:20]([CH2:39][C:40]2[CH:41]=[N:42][C:43]([O:46][CH3:47])=[CH:44][CH:45]=2)[C:21](=[O:38])[C:22]=1[CH2:23][C:24]1[CH:25]=[CH:26][C:27]([C:30]2[CH:35]=[CH:34][CH:33]=[CH:32][C:31]=2[C:36]2[NH:3][C:4](=[O:7])[O:5][N:37]=2)=[CH:28][CH:29]=1)[CH2:14][CH2:15][CH3:16]. The yield is 0.320. (7) The reactants are [CH2:1]([S:3](Cl)(=[O:5])=[O:4])[CH3:2].[NH2:7][C:8]1[CH:9]=[CH:10][C:11]([O:26][C:27]2[CH:32]=[CH:31][C:30]([F:33])=[CH:29][C:28]=2[F:34])=[C:12]([C:14]2[C:23]3[C:18](=[CH:19][N:20]=[CH:21][CH:22]=3)[C:17](=[O:24])[N:16]([CH3:25])[CH:15]=2)[CH:13]=1. The catalyst is C(Cl)Cl. The product is [F:34][C:28]1[CH:29]=[C:30]([F:33])[CH:31]=[CH:32][C:27]=1[O:26][C:11]1[CH:10]=[CH:9][C:8]([NH:7][S:3]([CH2:1][CH3:2])(=[O:5])=[O:4])=[CH:13][C:12]=1[C:14]1[C:23]2[C:18](=[CH:19][N:20]=[CH:21][CH:22]=2)[C:17](=[O:24])[N:16]([CH3:25])[CH:15]=1. The yield is 0.274. (8) The reactants are [I:1][C:2]1[CH:3]=[C:4]([CH:6]=[CH:7][CH:8]=1)[NH2:5].[CH3:9][S:10](O[S:10]([CH3:9])(=[O:12])=[O:11])(=[O:12])=[O:11].NC1C=CC=CC=1. The catalyst is N1C=CC=CC=1. The product is [I:1][C:2]1[CH:3]=[C:4]([NH:5][S:10]([CH3:9])(=[O:12])=[O:11])[CH:6]=[CH:7][CH:8]=1. The yield is 0.890.